This data is from Catalyst prediction with 721,799 reactions and 888 catalyst types from USPTO. The task is: Predict which catalyst facilitates the given reaction. (1) Reactant: [C:1]([C:3]1[C:8]2[N:9]([CH:36]3[CH2:40][CH2:39][CH2:38][CH2:37]3)[C:10]3[N:11]=[C:12]([NH:16][C:17]4[N:22]=[CH:21][C:20]([N:23]5[CH2:28][CH2:27][N:26](C(OC(C)(C)C)=O)[CH2:25][CH2:24]5)=[CH:19][CH:18]=4)[N:13]=[CH:14][C:15]=3[C:7]=2[CH:6]=[CH:5][N:4]=1)#[N:2].Cl. Product: [CH:36]1([N:9]2[C:10]3[N:11]=[C:12]([NH:16][C:17]4[CH:18]=[CH:19][C:20]([N:23]5[CH2:24][CH2:25][NH:26][CH2:27][CH2:28]5)=[CH:21][N:22]=4)[N:13]=[CH:14][C:15]=3[C:7]3[CH:6]=[CH:5][N:4]=[C:3]([C:1]#[N:2])[C:8]2=3)[CH2:37][CH2:38][CH2:39][CH2:40]1. The catalyst class is: 5. (2) Reactant: [Cl:1][C:2]1[CH:3]=[C:4]([C:12]2[O:16][N:15]=[C:14]([C:17]3[CH:18]=[CH:19][CH:20]=[C:21]4[C:25]=3[NH:24][CH:23]=[C:22]4[CH2:26][NH:27][C@@H:28]([C:30]([O:32]C)=[O:31])[CH3:29])[N:13]=2)[CH:5]=[CH:6][C:7]=1[O:8][CH:9]([CH3:11])[CH3:10].[OH-].[Na+]. Product: [Cl:1][C:2]1[CH:3]=[C:4]([C:12]2[O:16][N:15]=[C:14]([C:17]3[CH:18]=[CH:19][CH:20]=[C:21]4[C:25]=3[NH:24][CH:23]=[C:22]4[CH2:26][NH:27][C@@H:28]([C:30]([OH:32])=[O:31])[CH3:29])[N:13]=2)[CH:5]=[CH:6][C:7]=1[O:8][CH:9]([CH3:10])[CH3:11]. The catalyst class is: 193. (3) Reactant: [N:1]1[C:10]2[C:5](=[CH:6][C:7]([CH2:11][N:12]3[C:16]4=[N:17][C:18]([C:21](=[N:23][OH:24])[CH3:22])=[CH:19][CH:20]=[C:15]4[N:14]=[N:13]3)=[CH:8][CH:9]=2)[CH:4]=[CH:3][CH:2]=1.[C:25]([O-])(=O)C.[Na+].Cl.O(N)C. Product: [CH3:25][O:24][N:23]=[C:21]([C:18]1[N:17]=[C:16]2[N:12]([CH2:11][C:7]3[CH:6]=[C:5]4[C:10](=[CH:9][CH:8]=3)[N:1]=[CH:2][CH:3]=[CH:4]4)[N:13]=[N:14][C:15]2=[CH:20][CH:19]=1)[CH3:22]. The catalyst class is: 8. (4) Reactant: [CH:1]1[C:6]([NH2:7])=[CH:5][CH:4]=[C:3]([OH:8])[CH:2]=1.Cl.[CH3:10][S:11](Cl)(=[O:13])=[O:12].C(=O)([O-])O.[Na+]. Product: [CH3:10][S:11]([NH:7][C:6]1[CH:5]=[CH:4][C:3]([OH:8])=[CH:2][CH:1]=1)(=[O:13])=[O:12]. The catalyst class is: 5. (5) Reactant: CO[C:3](=[O:19])[C:4]1[CH:9]=[C:8]([C:10](=[O:13])[CH2:11][CH3:12])[C:7]([C:14]([F:17])([F:16])[F:15])=[CH:6][C:5]=1C.CC[N:22]([CH2:25]C)CC.[CH3:27][S:28]([NH:31][NH2:32])(=[O:30])=[O:29].[OH-:33].[Na+].Cl. Product: [O:33]=[C:25]1[N:32]([NH:31][S:28]([CH3:27])(=[O:30])=[O:29])[C:3](=[O:19])[C:4]2[C:5](=[CH:6][C:7]([C:14]([F:15])([F:16])[F:17])=[C:8]([C:10](=[O:13])[CH2:11][CH3:12])[CH:9]=2)[NH:22]1. The catalyst class is: 49. (6) Reactant: C[O:2][C:3](=[O:19])[C:4]1[CH:9]=[C:8]([N:10]2[CH2:15][CH2:14][O:13][CH2:12][CH2:11]2)[C:7]([F:16])=[CH:6][C:5]=1[O:17][CH3:18].[OH-].[Na+]. The catalyst class is: 8. Product: [F:16][C:7]1[C:8]([N:10]2[CH2:11][CH2:12][O:13][CH2:14][CH2:15]2)=[CH:9][C:4]([C:3]([OH:19])=[O:2])=[C:5]([O:17][CH3:18])[CH:6]=1.